From a dataset of Full USPTO retrosynthesis dataset with 1.9M reactions from patents (1976-2016). Predict the reactants needed to synthesize the given product. (1) The reactants are: [CH:1]([C:3]1[NH:4][C:5]2[CH2:6][CH2:7][CH2:8][CH2:9][C:10]=2[C:11]=1[CH2:12][CH2:13][C:14]([OH:16])=[O:15])=O.[NH:17]1[C:25]2[C:20](=[CH:21][CH:22]=[CH:23][CH:24]=2)[CH2:19][C:18]1=[O:26].N1CCCCC1.N1CCCC1. Given the product [O:26]=[C:18]1[C:19](=[CH:1][C:3]2[NH:4][C:5]3[CH2:6][CH2:7][CH2:8][CH2:9][C:10]=3[C:11]=2[CH2:12][CH2:13][C:14]([OH:16])=[O:15])[C:20]2[C:25](=[CH:24][CH:23]=[CH:22][CH:21]=2)[NH:17]1, predict the reactants needed to synthesize it. (2) Given the product [NH2:1][C:2]1[N:6]([C@@H:7]2[CH2:12][CH2:11][CH2:10][N:9]([C:13](=[O:19])/[CH:14]=[CH:15]/[C@H:16]([OH:18])[CH3:17])[CH2:8]2)[N:5]=[C:4]([C:20]2[CH:21]=[CH:22][C:23]([O:26][C:27]3[CH:32]=[CH:31][C:30]([F:33])=[CH:29][C:28]=3[F:34])=[CH:24][CH:25]=2)[C:3]=1[C:35]([NH2:37])=[O:36], predict the reactants needed to synthesize it. The reactants are: [NH2:1][C:2]1[N:6]([C@@H:7]2[CH2:12][CH2:11][CH2:10][N:9]([C:13](=[O:19])/[CH:14]=[CH:15]/[CH:16]([OH:18])[CH3:17])[CH2:8]2)[N:5]=[C:4]([C:20]2[CH:25]=[CH:24][C:23]([O:26][C:27]3[CH:32]=[CH:31][C:30]([F:33])=[CH:29][C:28]=3[F:34])=[CH:22][CH:21]=2)[C:3]=1[C:35]([NH2:37])=[O:36].CCCCCC.C(O)C.C(N(CC)C(C)C)(C)C. (3) Given the product [Cl:1][C:2]1[CH:26]=[CH:25][C:5]([CH2:6][CH:7]2[CH2:15][C:14]3[C:9](=[CH:10][C:11]([O:22][CH3:23])=[C:12]([N:16]4[CH2:17][CH2:18][O:19][CH2:20][CH2:21]4)[CH:13]=3)[C:8]2=[O:24])=[CH:4][C:3]=1[C:27]([F:30])([F:28])[F:29], predict the reactants needed to synthesize it. The reactants are: [Cl:1][C:2]1[CH:26]=[CH:25][C:5](/[CH:6]=[C:7]2/[C:8](=[O:24])[C:9]3[C:14]([CH2:15]/2)=[CH:13][C:12]([N:16]2[CH2:21][CH2:20][O:19][CH2:18][CH2:17]2)=[C:11]([O:22][CH3:23])[CH:10]=3)=[CH:4][C:3]=1[C:27]([F:30])([F:29])[F:28]. (4) Given the product [Br:16][C:14]1[CH:13]=[CH:12][C:11]([O:17][CH2:18][C:19]2[CH:20]=[CH:21][C:22]([Cl:25])=[CH:23][CH:24]=2)=[C:10]([CH2:9][N:6]2[CH2:7][CH2:8][C:3]([CH2:2][NH:1][C:38](=[O:52])[CH2:39][NH:40][C:30](=[O:32])[C:29]3[C:33]([F:37])=[CH:34][CH:35]=[CH:36][C:28]=3[F:27])([OH:26])[CH2:4][CH2:5]2)[CH:15]=1, predict the reactants needed to synthesize it. The reactants are: [NH2:1][CH2:2][C:3]1([OH:26])[CH2:8][CH2:7][N:6]([CH2:9][C:10]2[CH:15]=[C:14]([Br:16])[CH:13]=[CH:12][C:11]=2[O:17][CH2:18][C:19]2[CH:24]=[CH:23][C:22]([Cl:25])=[CH:21][CH:20]=2)[CH2:5][CH2:4]1.[F:27][C:28]1[CH:36]=[CH:35][CH:34]=[C:33]([F:37])[C:29]=1[C:30]([OH:32])=O.[CH3:38][CH2:39][N:40](CC)CC.CN(C([O:52]N1N=NC2C=CC=NC1=2)=[N+](C)C)C.F[P-](F)(F)(F)(F)F. (5) The reactants are: [Si](C=[N+]=[N-])(C)(C)[CH3:2].[F:8][C:9]1[CH:10]=[C:11]2[C:15](=[CH:16][CH:17]=1)[NH:14][CH:13]=[C:12]2[CH2:18][C:19]([OH:21])=[O:20]. Given the product [F:8][C:9]1[CH:10]=[C:11]2[C:15](=[CH:16][CH:17]=1)[NH:14][CH:13]=[C:12]2[CH2:18][C:19]([O:21][CH3:2])=[O:20], predict the reactants needed to synthesize it. (6) Given the product [CH3:1][C@H:2]1[NH:3][CH2:4][CH2:5][N:6]([C:13]([C:14]2[CH:19]=[CH:18][CH:17]=[CH:16][CH:15]=2)=[O:20])[CH2:7]1, predict the reactants needed to synthesize it. The reactants are: [CH3:1][C@@H:2]1[CH2:7][NH:6][CH2:5][CH2:4][NH:3]1.C(=O)(O)[O-].[Na+].[C:13](Cl)(=[O:20])[C:14]1[CH:19]=[CH:18][CH:17]=[CH:16][CH:15]=1.Cl.